From a dataset of Full USPTO retrosynthesis dataset with 1.9M reactions from patents (1976-2016). Predict the reactants needed to synthesize the given product. (1) Given the product [Br:1][C:2]1[CH:15]=[C:14]2[C:5]([O:6][C:7]3[CH:8]=[C:9]([O:22][CH2:21][C:20]([F:24])([F:23])[F:19])[C:10]([F:17])=[CH:11][C:12]=3[C:13]2=[O:16])=[CH:4][CH:3]=1, predict the reactants needed to synthesize it. The reactants are: [Br:1][C:2]1[CH:15]=[C:14]2[C:5]([O:6][C:7]3[CH:8]=[C:9](F)[C:10]([F:17])=[CH:11][C:12]=3[C:13]2=[O:16])=[CH:4][CH:3]=1.[F:19][C:20]([F:24])([F:23])[CH2:21][OH:22].[H-].[Na+].O. (2) The reactants are: [CH3:1][N:2]1[C:11]2[C:6](=[CH:7][CH:8]=[CH:9][CH:10]=2)[C:5](=[O:12])[NH:4][C:3]1=[O:13].C([O-])([O-])=O.[K+].[K+].Br[CH2:21][CH2:22][OH:23]. Given the product [OH:23][CH2:22][CH2:21][N:4]1[C:5](=[O:12])[C:6]2[C:11](=[CH:10][CH:9]=[CH:8][CH:7]=2)[N:2]([CH3:1])[C:3]1=[O:13], predict the reactants needed to synthesize it. (3) The reactants are: [C:1]([C:3]1[CH:4]=[C:5]2[C:10](=[C:11]([OH:13])[CH:12]=1)[O:9][C:8]([CH3:15])([CH3:14])[CH2:7][C:6]2([CH3:17])[CH3:16])#[CH:2].[CH3:18][O:19][C:20](=[O:30])[CH2:21][C:22]1[CH:27]=[CH:26][C:25](I)=[CH:24][C:23]=1[F:29].C(N(CC)CC)C.C(OCC)(=O)C. Given the product [CH3:18][O:19][C:20](=[O:30])[CH2:21][C:22]1[CH:27]=[CH:26][C:25]([C:2]#[C:1][C:3]2[CH:4]=[C:5]3[C:10](=[C:11]([OH:13])[CH:12]=2)[O:9][C:8]([CH3:15])([CH3:14])[CH2:7][C:6]3([CH3:17])[CH3:16])=[CH:24][C:23]=1[F:29], predict the reactants needed to synthesize it. (4) Given the product [C:1]([O:5][C:6]([N:8]1[CH2:13][C:12](=[O:14])[N:11]([C:15]2[CH:20]=[CH:19][C:18]([O:21][CH2:22][CH2:23][CH2:24][O:25][CH2:26][C:27]3[CH:32]=[CH:31][CH:30]=[CH:29][C:28]=3[O:33][CH3:34])=[CH:17][CH:16]=2)[C@@H:10]([CH2:35][NH:36][C:41](=[O:42])[C:40]2[CH:44]=[CH:45][CH:46]=[CH:47][C:39]=2[O:38][CH3:37])[CH2:9]1)=[O:7])([CH3:2])([CH3:4])[CH3:3], predict the reactants needed to synthesize it. The reactants are: [C:1]([O:5][C:6]([N:8]1[CH2:13][C:12](=[O:14])[N:11]([C:15]2[CH:20]=[CH:19][C:18]([O:21][CH2:22][CH2:23][CH2:24][O:25][CH2:26][C:27]3[CH:32]=[CH:31][CH:30]=[CH:29][C:28]=3[O:33][CH3:34])=[CH:17][CH:16]=2)[C@@H:10]([CH2:35][NH2:36])[CH2:9]1)=[O:7])([CH3:4])([CH3:3])[CH3:2].[CH3:37][O:38][C:39]1[CH:47]=[CH:46][CH:45]=[CH:44][C:40]=1[C:41](Cl)=[O:42].C(N(CC)CC)C. (5) Given the product [F:1][C:2]1[CH:37]=[CH:36][C:5]([CH2:6][N:7]2[C:16](=[O:17])[C:15]([C:18]3[NH:23][C:22]4[S:24][CH:25]=[C:26]([CH2:27][OH:28])[C:21]=4[S:20](=[O:32])(=[O:33])[N:19]=3)=[C:14]([OH:34])[C@H:13]3[C@@H:8]2[C@H:9]2[CH2:35][C@@H:12]3[CH2:11][CH2:10]2)=[CH:4][CH:3]=1, predict the reactants needed to synthesize it. The reactants are: [F:1][C:2]1[CH:37]=[CH:36][C:5]([CH2:6][N:7]2[C:16](=[O:17])[C:15]([C:18]3[NH:23][C:22]4[S:24][CH:25]=[C:26]([CH2:27][O:28]COC)[C:21]=4[S:20](=[O:33])(=[O:32])[N:19]=3)=[C:14]([OH:34])[C@H:13]3[C@@H:8]2[C@H:9]2[CH2:35][C@@H:12]3[CH2:11][CH2:10]2)=[CH:4][CH:3]=1.Cl. (6) Given the product [Cl:17][C:7]1[C:6]([N+:10]([O-:12])=[O:11])=[CH:5][CH:4]=[C:3]([CH2:1][CH3:2])[N:8]=1, predict the reactants needed to synthesize it. The reactants are: [CH2:1]([C:3]1[N:8]=[C:7](N)[C:6]([N+:10]([O-:12])=[O:11])=[CH:5][CH:4]=1)[CH3:2].N([O-])=O.[Na+].[ClH:17].